From a dataset of Catalyst prediction with 721,799 reactions and 888 catalyst types from USPTO. Predict which catalyst facilitates the given reaction. (1) Reactant: Cl.[Cl:2][C:3]1[CH:8]=[CH:7][CH:6]=[CH:5][C:4]=1[CH:9]1[N:13]([C:14]2[CH:19]=[CH:18][CH:17]=[C:16]([C:20]3[CH2:21][CH2:22][NH:23][CH2:24][CH:25]=3)[CH:15]=2)[N:12]=[C:11]([C:26]([C:32]([F:35])([F:34])[F:33])([C:28]([F:31])([F:30])[F:29])[OH:27])[CH2:10]1.[CH:36]1([S:39](Cl)(=[O:41])=[O:40])[CH2:38][CH2:37]1.C(N(CC)CC)C. Product: [Cl:2][C:3]1[CH:8]=[CH:7][CH:6]=[CH:5][C:4]=1[CH:9]1[N:13]([C:14]2[CH:19]=[CH:18][CH:17]=[C:16]([C:20]3[CH2:21][CH2:22][N:23]([S:39]([CH:36]4[CH2:38][CH2:37]4)(=[O:41])=[O:40])[CH2:24][CH:25]=3)[CH:15]=2)[N:12]=[C:11]([C:26]([C:32]([F:35])([F:33])[F:34])([C:28]([F:29])([F:30])[F:31])[OH:27])[CH2:10]1. The catalyst class is: 4. (2) Reactant: [CH3:1][O:2][C:3]1[N:4]=[C:5]2[C:10](=[CH:11][CH:12]=1)[N:9]=[CH:8][CH:7]=[C:6]2[N:13]1[CH2:17][CH2:16][CH:15]([NH:18][CH2:19][CH2:20][NH2:21])[CH2:14]1.C([N:24](CC)CC)C.[O:29]=[C:30]1[NH:35][C:34]2C=[C:37]([S:40](Cl)(=[O:42])=[O:41])[CH:38]=[CH:39][C:33]=2[S:32][CH2:31]1.C(=O)(O)[O-].[Na+]. Product: [CH3:1][O:2][C:3]1[N:4]=[C:5]2[C:10](=[CH:11][CH:12]=1)[N:9]=[CH:8][CH:7]=[C:6]2[N:13]1[CH2:17][CH2:16][CH:15]([NH:18][CH2:19][CH2:20][NH:21][S:40]([C:37]2[CH:38]=[CH:39][C:33]3[S:32][CH2:31][C:30](=[O:29])[NH:35][C:34]=3[N:24]=2)(=[O:42])=[O:41])[CH2:14]1. The catalyst class is: 366. (3) Reactant: COC1C=CC(C(C2C=CC(OC)=CC=2)OC(C2C=CC=CC=2)[CH:12]2[CH:16](O)[CH2:15][N:14](C(=O)CCCCC[N:24]3[C:32](=[O:33])[C:31]4[C:26](=[CH:27][CH:28]=[CH:29][CH:30]=4)[C:25]3=[O:34])[CH2:13]2)=CC=1.C1(C)C=CC=CC=1.C(CC[O:61][P:62]([N:70](C(C)C)C(C)C)N(C(C)C)C(C)C)#N.C(OCC)(=[O:79])C. Product: [NH:14]1[CH2:15][CH2:16][CH2:12][CH2:13]1.[P:62]([NH2:70])([O-:61])[O:79][N:24]1[C:32](=[O:33])[C:31]2=[CH:30][CH:29]=[CH:28][CH:27]=[C:26]2[C:25]1=[O:34]. The catalyst class is: 81. (4) Reactant: [NH:1]1[C:5]2[CH:6]=[CH:7][C:8]([C:10]([N:12]3[CH2:17][CH2:16][CH2:15][C@@H:14]4[C:18]5[CH:19]=[C:20]([OH:28])[C:21]([N+:25]([O-])=O)=[CH:22][C:23]=5[CH2:24][C@H:13]34)=[O:11])=[CH:9][C:4]=2[N:3]=[CH:2]1. Product: [NH2:25][C:21]1[C:20]([OH:28])=[CH:19][C:18]2[C@@H:14]3[C@@H:13]([N:12]([C:10]([C:8]4[CH:7]=[CH:6][C:5]5[NH:1][CH:2]=[N:3][C:4]=5[CH:9]=4)=[O:11])[CH2:17][CH2:16][CH2:15]3)[CH2:24][C:23]=2[CH:22]=1. The catalyst class is: 43. (5) Reactant: [CH:1]1([NH2:5])[CH2:4][CH2:3][CH2:2]1.[CH3:6][O:7][C:8]([C:10]1[CH:11]=[C:12]([CH3:33])[C:13]2[O:19][C:18]3[C:20]([Cl:29])=[CH:21][C:22]([NH:24][C:25](=[O:28])[CH2:26]Cl)=[CH:23][C:17]=3[CH2:16][S:15](=[O:31])(=[O:30])[C:14]=2[CH:32]=1)=[O:9]. Product: [CH3:6][O:7][C:8]([C:10]1[CH:11]=[C:12]([CH3:33])[C:13]2[O:19][C:18]3[C:20]([Cl:29])=[CH:21][C:22]([NH:24][C:25](=[O:28])[CH2:26][NH:5][CH:1]4[CH2:4][CH2:3][CH2:2]4)=[CH:23][C:17]=3[CH2:16][S:15](=[O:31])(=[O:30])[C:14]=2[CH:32]=1)=[O:9]. The catalyst class is: 3. (6) Reactant: [N+:1]([O-:4])(O)=[O:2].[F:5][C:6]1[CH:16]=[C:15]([F:17])[CH:14]=[CH:13][C:7]=1[C:8]([O:10][CH2:11][CH3:12])=[O:9]. The catalyst class is: 82. Product: [F:5][C:6]1[CH:16]=[C:15]([F:17])[C:14]([N+:1]([O-:4])=[O:2])=[CH:13][C:7]=1[C:8]([O:10][CH2:11][CH3:12])=[O:9]. (7) Reactant: [F:1][C:2]1[CH:7]=[CH:6][C:5]([C:8]2[N:9]=[C:10]3[CH:15]=[CH:14][C:13]([N:16]4[CH2:21][CH2:20][O:19][CH2:18][CH2:17]4)=[CH:12][N:11]3[CH:22]=2)=[CH:4][CH:3]=1.C1C(=O)N([I:30])C(=O)C1. Product: [F:1][C:2]1[CH:7]=[CH:6][C:5]([C:8]2[N:9]=[C:10]3[CH:15]=[CH:14][C:13]([N:16]4[CH2:17][CH2:18][O:19][CH2:20][CH2:21]4)=[CH:12][N:11]3[C:22]=2[I:30])=[CH:4][CH:3]=1. The catalyst class is: 2.